Dataset: Aqueous solubility values for 9,982 compounds from the AqSolDB database. Task: Regression/Classification. Given a drug SMILES string, predict its absorption, distribution, metabolism, or excretion properties. Task type varies by dataset: regression for continuous measurements (e.g., permeability, clearance, half-life) or binary classification for categorical outcomes (e.g., BBB penetration, CYP inhibition). For this dataset (solubility_aqsoldb), we predict Y. The drug is Cc1cc2ccccc2cc1C. The Y is -4.72 log mol/L.